This data is from Catalyst prediction with 721,799 reactions and 888 catalyst types from USPTO. The task is: Predict which catalyst facilitates the given reaction. (1) Reactant: [O-]CC.[Na+].Cl[C:6]1[N:7]([CH2:14][CH2:15][C@H:16]([OH:29])[CH2:17][O:18]S(C2C=CC(C)=CC=2)(=O)=O)[CH:8]=[C:9]([N+:11]([O-:13])=[O:12])[N:10]=1.[C:30]([O:34][C:35]([N:37]1[CH2:42][CH2:41][N:40]([C:43]2[CH:48]=[CH:47][C:46](O)=[CH:45][CH:44]=2)[CH2:39][CH2:38]1)=[O:36])([CH3:33])([CH3:32])[CH3:31].P([O-])([O-])([O-])=O.[K+].[K+].[K+]. Product: [C:30]([O:34][C:35]([N:37]1[CH2:42][CH2:41][N:40]([C:43]2[CH:48]=[CH:47][C:46]([O:18][CH2:17][C@H:16]3[O:29][C:6]4=[N:10][C:9]([N+:11]([O-:13])=[O:12])=[CH:8][N:7]4[CH2:14][CH2:15]3)=[CH:45][CH:44]=2)[CH2:39][CH2:38]1)=[O:36])([CH3:33])([CH3:31])[CH3:32]. The catalyst class is: 8. (2) Reactant: [Cl-].[Mn+2:2].[Cl-].O1[CH2:9][CH2:8]OCC1.[C:10]1([CH3:20])[CH:15]=[C:14]([CH3:16])[CH:13]=[C:12]([CH3:17])[C:11]=1[Mg]Br. Product: [C:8]1([CH3:9])[CH:13]=[C:12]([CH3:17])[CH:11]=[C:10]([CH3:20])[C:15]=1[Mn:2][C:11]1[C:12]([CH3:17])=[CH:13][C:14]([CH3:16])=[CH:15][C:10]=1[CH3:20]. The catalyst class is: 27.